From a dataset of Full USPTO retrosynthesis dataset with 1.9M reactions from patents (1976-2016). Predict the reactants needed to synthesize the given product. (1) The reactants are: [Br:1][C:2]1[CH:26]=[N:25][C:5]2=[N:6][C:7]([N:12]3[CH2:17][CH2:16][N:15]([C:18]([O:20][C:21]([CH3:24])([CH3:23])[CH3:22])=[O:19])[CH2:14][CH2:13]3)=[C:8]([NH:10][NH2:11])[N:9]=[C:4]2[CH:3]=1.[CH:27](OC)(OC)OC. Given the product [Br:1][C:2]1[CH:26]=[N:25][C:5]2[N:6]=[C:7]([N:12]3[CH2:13][CH2:14][N:15]([C:18]([O:20][C:21]([CH3:23])([CH3:22])[CH3:24])=[O:19])[CH2:16][CH2:17]3)[C:8]3[N:9]([CH:27]=[N:11][N:10]=3)[C:4]=2[CH:3]=1, predict the reactants needed to synthesize it. (2) Given the product [P:5]([O:30][C:28]1([CH2:31][O:32][C:33]2[CH:38]=[CH:37][C:36]([N:39]3[CH:44]=[CH:43][N:42]=[C:41]([S:45][C:46]4[CH:47]=[CH:48][C:49]([O:52][C:53]([F:55])([F:54])[F:56])=[CH:50][CH:51]=4)[C:40]3=[O:57])=[CH:35][C:34]=2[O:58][CH3:59])[CH2:29][C:26]([F:25])([F:60])[CH2:27]1)([O:6][CH2:7][C:8]1[CH:9]=[CH:10][CH:11]=[CH:12][CH:13]=1)([O:14][CH2:15][C:16]1[CH:17]=[CH:18][CH:19]=[CH:20][CH:21]=1)=[O:66], predict the reactants needed to synthesize it. The reactants are: C(N(C(C)C)[P:5]([O:14][CH2:15][C:16]1[CH:21]=[CH:20][CH:19]=[CH:18][CH:17]=1)[O:6][CH2:7][C:8]1[CH:13]=[CH:12][CH:11]=[CH:10][CH:9]=1)(C)C.[F:25][C:26]1([F:60])[CH2:29][C:28]([CH2:31][O:32][C:33]2[CH:38]=[CH:37][C:36]([N:39]3[CH:44]=[CH:43][N:42]=[C:41]([S:45][C:46]4[CH:51]=[CH:50][C:49]([O:52][C:53]([F:56])([F:55])[F:54])=[CH:48][CH:47]=4)[C:40]3=[O:57])=[CH:35][C:34]=2[O:58][CH3:59])([OH:30])[CH2:27]1.N1C=NC=N1.[OH:66]O. (3) Given the product [CH3:24][C:14]1[CH:19]=[CH:18][C:17]([S:20]([O:12][CH2:11][CH:8]2[CH2:7][C:6]3[CH:5]=[C:4]([CH3:13])[CH:3]=[C:2]([Br:1])[C:10]=3[O:9]2)(=[O:22])=[O:21])=[CH:16][CH:15]=1, predict the reactants needed to synthesize it. The reactants are: [Br:1][C:2]1[C:10]2[O:9][CH:8]([CH2:11][OH:12])[CH2:7][C:6]=2[CH:5]=[C:4]([CH3:13])[CH:3]=1.[C:14]1([CH3:24])[CH:19]=[CH:18][C:17]([S:20](Cl)(=[O:22])=[O:21])=[CH:16][CH:15]=1. (4) The reactants are: [OH:1][C:2]1[CH:15]=[CH:14][C:5]2[C@H:6]([CH2:9][C:10]([O:12]C)=[O:11])[CH2:7][O:8][C:4]=2[CH:3]=1.Cl[CH2:17][C:18]1[CH:19]=[C:20]([C:24]2[C:29]([CH3:30])=[CH:28][C:27]([O:31][CH2:32][CH2:33][CH2:34][S:35]([CH3:38])(=[O:37])=[O:36])=[CH:26][C:25]=2[CH3:39])[CH:21]=[CH:22][CH:23]=1.P([O-])([O-])([O-])=O.[K+].[K+].[K+].C(OCC)(=O)C. Given the product [CH3:39][C:25]1[CH:26]=[C:27]([O:31][CH2:32][CH2:33][CH2:34][S:35]([CH3:38])(=[O:36])=[O:37])[CH:28]=[C:29]([CH3:30])[C:24]=1[C:20]1[CH:21]=[CH:22][CH:23]=[C:18]([CH2:17][O:1][C:2]2[CH:15]=[CH:14][C:5]3[C@H:6]([CH2:9][C:10]([OH:12])=[O:11])[CH2:7][O:8][C:4]=3[CH:3]=2)[CH:19]=1, predict the reactants needed to synthesize it. (5) Given the product [Cl:19][C:3]1[CH:4]=[C:5]([NH:12][C:13]2[N:17]=[C:16]([NH2:18])[NH:15][N:14]=2)[CH:6]=[C:7]([C:8]([F:11])([F:10])[F:9])[C:2]=1[C:50]1[CH:55]=[CH:54][C:53]([S:56]([N:59]2[CH2:60][CH2:61][CH2:62][CH2:63]2)(=[O:58])=[O:57])=[CH:52][CH:51]=1, predict the reactants needed to synthesize it. The reactants are: Br[C:2]1[C:7]([C:8]([F:11])([F:10])[F:9])=[CH:6][C:5]([NH:12][C:13]2[N:17]=[C:16]([NH2:18])[NH:15][N:14]=2)=[CH:4][C:3]=1[Cl:19].CN1C(C)(C)CC(SC2C=CC(B3OC(C)(C)C(C)(C)O3)=CC=2)CC1(C)C.B([C:50]1[CH:55]=[CH:54][C:53]([S:56]([N:59]2[CH2:63][CH2:62][CH2:61][CH2:60]2)(=[O:58])=[O:57])=[CH:52][CH:51]=1)(O)O.C([O-])([O-])=O.[K+].[K+]. (6) Given the product [CH:20]1([N:19]2[C:15]([C:12]3[CH:13]=[CH:14][C:9]([O:8][CH2:1][C:2]4[CH:7]=[CH:6][CH:5]=[CH:4][CH:3]=4)=[CH:10][CH:11]=3)=[CH:16][C:17](/[CH:26]=[CH:27]/[C:28]([OH:30])=[O:29])=[N:18]2)[CH2:21][CH2:22][CH2:23][CH2:24][CH2:25]1, predict the reactants needed to synthesize it. The reactants are: [CH2:1]([O:8][C:9]1[CH:14]=[CH:13][C:12]([C:15]2[N:19]([CH:20]3[CH2:25][CH2:24][CH2:23][CH2:22][CH2:21]3)[N:18]=[C:17](/[CH:26]=[CH:27]/[C:28]([O:30]C)=[O:29])[CH:16]=2)=[CH:11][CH:10]=1)[C:2]1[CH:7]=[CH:6][CH:5]=[CH:4][CH:3]=1.[Li+].[OH-].CCOCC.